Dataset: Reaction yield outcomes from USPTO patents with 853,638 reactions. Task: Predict the reaction yield, written as a fraction of the theoretical maximum amount of product (1.0 means a 100% yield; for example, 0.34 means a 34% yield). (1) The reactants are [CH:1]1([C:6]([O:8]C)=O)[CH2:5][CH2:4][CH2:3][CH2:2]1.[C:10](#[N:12])[CH3:11].[H-].[Na+]. The catalyst is O1CCCC1. The product is [CH:1]1([C:6](=[O:8])[CH2:11][C:10]#[N:12])[CH2:2][CH2:3][CH2:4][CH2:5]1. The yield is 0.930. (2) The reactants are [C:1]([O:9][CH2:10][CH:11]([OH:14])[CH2:12][Cl:13])(=[O:8])[C:2]1[CH:7]=[CH:6][CH:5]=[CH:4][CH:3]=1.[Br-].[Na+].C(=O)([O-])O.[Na+].Cl[O-].[Na+].S([O-])([O-])(=O)=S.[Na+].[Na+]. The catalyst is CC1(C)N([O])C(C)(C)CCC1.O.C(OCC)(=O)C. The product is [C:1]([O:9][CH2:10][C:11](=[O:14])[CH2:12][Cl:13])(=[O:8])[C:2]1[CH:7]=[CH:6][CH:5]=[CH:4][CH:3]=1. The yield is 0.870. (3) The reactants are [CH3:1][C:2]([CH3:7])=[CH:3][C:4](Cl)=[O:5].[Br:8][C:9]1[CH:16]=[CH:15][C:12]([NH:13][CH3:14])=[CH:11][CH:10]=1.C(N(CC)CC)C. The catalyst is ClCCl. The product is [Br:8][C:9]1[CH:16]=[CH:15][C:12]([N:13]([CH3:14])[C:4](=[O:5])[CH:3]=[C:2]([CH3:7])[CH3:1])=[CH:11][CH:10]=1. The yield is 1.00. (4) The reactants are [NH2:1][C:2]1[N:3]=[C:4]([N:14]2[CH2:19][CH2:18][N:17]([C:20](=[O:30])[CH2:21][O:22][C:23]3[CH:28]=[CH:27][C:26]([Cl:29])=[CH:25][CH:24]=3)[CH2:16][CH2:15]2)[C:5]2[N:10]=[C:9](S(C)=O)[S:8][C:6]=2[N:7]=1.[F:31][C:32]1[CH:38]=[CH:37][C:35]([NH2:36])=[CH:34][CH:33]=1. The catalyst is O1CCOCC1. The product is [NH2:1][C:2]1[N:3]=[C:4]([N:14]2[CH2:15][CH2:16][N:17]([C:20](=[O:30])[CH2:21][O:22][C:23]3[CH:28]=[CH:27][C:26]([Cl:29])=[CH:25][CH:24]=3)[CH2:18][CH2:19]2)[C:5]2[N:10]=[C:9]([NH:36][C:35]3[CH:37]=[CH:38][C:32]([F:31])=[CH:33][CH:34]=3)[S:8][C:6]=2[N:7]=1. The yield is 0.880. (5) The reactants are [Br:1][C:2]1[CH:7]=[CH:6][C:5]([CH2:8]Br)=[C:4]([F:10])[CH:3]=1.[C-:11]#[N:12].[Na+]. The catalyst is C(O)C.O. The product is [Br:1][C:2]1[CH:7]=[CH:6][C:5]([CH2:8][C:11]#[N:12])=[C:4]([F:10])[CH:3]=1. The yield is 0.930. (6) The reactants are [Cl:1][C:2]1[N:3]=[C:4]2[C:9](=[CH:10][CH:11]=1)[N:8]=[CH:7][C:6]([C:12](=[O:14])[CH3:13])=[C:5]2[N:15]1[CH2:20][CH2:19][CH:18]([CH2:21][CH2:22][N:23]2[CH2:27][CH2:26][CH2:25][CH2:24]2)[CH2:17][CH2:16]1.[Cl:28][C:29]1[CH:34]=[C:33](B2OC(C)(C)C(C)(C)O2)[CH:32]=[C:31]([F:44])[C:30]=1[OH:45].C1(N)C(F)=C(F)C(F)=C(N)C=1F.Cl.Cl. No catalyst specified. The product is [ClH:1].[ClH:28].[Cl:28][C:29]1[CH:34]=[C:33]([C:2]2[N:3]=[C:4]3[C:9](=[CH:10][CH:11]=2)[N:8]=[CH:7][C:6]([C:12](=[O:14])[CH3:13])=[C:5]3[N:15]2[CH2:16][CH2:17][CH:18]([CH2:21][CH2:22][N:23]3[CH2:27][CH2:26][CH2:25][CH2:24]3)[CH2:19][CH2:20]2)[CH:32]=[C:31]([F:44])[C:30]=1[OH:45]. The yield is 0.830. (7) The reactants are [CH2:1]([O:3][C:4]([C:6]1[S:7][CH:8]=[C:9]([C:11]2[C:19]3[C:14](=[N:15][CH:16]=[C:17]([CH:20]=[C:21]([CH3:23])[CH3:22])[CH:18]=3)[N:13]([S:24]([C:27]3[CH:32]=[CH:31][CH:30]=[CH:29][CH:28]=3)(=[O:26])=[O:25])[CH:12]=2)[N:10]=1)=[O:5])[CH3:2].C(Cl)Cl. The catalyst is CO.[OH-].[OH-].[Pd+2]. The product is [CH2:1]([O:3][C:4]([C:6]1[S:7][CH:8]=[C:9]([C:11]2[C:19]3[C:14](=[N:15][CH:16]=[C:17]([CH2:20][CH:21]([CH3:23])[CH3:22])[CH:18]=3)[N:13]([S:24]([C:27]3[CH:28]=[CH:29][CH:30]=[CH:31][CH:32]=3)(=[O:26])=[O:25])[CH:12]=2)[N:10]=1)=[O:5])[CH3:2]. The yield is 0.750.